Task: Regression. Given a peptide amino acid sequence and an MHC pseudo amino acid sequence, predict their binding affinity value. This is MHC class I binding data.. Dataset: Peptide-MHC class I binding affinity with 185,985 pairs from IEDB/IMGT (1) The peptide sequence is LIPETVPYI. The MHC is HLA-B45:01 with pseudo-sequence HLA-B45:01. The binding affinity (normalized) is 0. (2) The peptide sequence is YTGDFDSVI. The MHC is HLA-B14:02 with pseudo-sequence HLA-B14:02. The binding affinity (normalized) is 0. (3) The binding affinity (normalized) is 0.649. The peptide sequence is FPYSTFPII. The MHC is HLA-B35:01 with pseudo-sequence HLA-B35:01. (4) The peptide sequence is RWLPLVSLF. The MHC is HLA-C15:02 with pseudo-sequence HLA-C15:02. The binding affinity (normalized) is 0.0847.